This data is from Catalyst prediction with 721,799 reactions and 888 catalyst types from USPTO. The task is: Predict which catalyst facilitates the given reaction. (1) Reactant: Br[C:2]1[C:11]2[C:6](=[CH:7][CH:8]=[CH:9][CH:10]=2)[C:5]([CH3:12])=[CH:4][CH:3]=1.O1CCCC1.C([Li])CCC.[B:23](OCC)([O:27]CC)[O:24]CC. Product: [CH3:12][C:5]1[C:6]2[C:11](=[CH:10][CH:9]=[CH:8][CH:7]=2)[C:2]([B:23]([OH:27])[OH:24])=[CH:3][CH:4]=1. The catalyst class is: 81. (2) Reactant: [CH2:1]([CH2:13][NH2:14])[CH2:2][C:3]([P:9]([OH:12])([OH:11])=[O:10])([P:5]([OH:8])([OH:7])=[O:6])[OH:4].O.[Na].[OH-].[Na+:18].C(CN)CC(P(O)(O)=O)(P(O)(O)=O)O. Product: [CH2:1]([CH2:13][NH2:14])[CH2:2][C:3]([P:5]([O-:7])([OH:8])=[O:6])([P:9]([OH:12])([OH:11])=[O:10])[OH:4].[Na+:18]. The catalyst class is: 97. (3) Reactant: C([O:9][C@H:10]1[C@@H:14]([O:15]C(=O)C2C=CC=CC=2)[C@H:13]([N:24]2[CH:32]=[N:31][C:30]3[C:25]2=[N:26][C:27]([C:48]#[N:49])=[N:28][C:29]=3[NH:33][CH2:34][CH:35]([C:42]2[CH:47]=[CH:46][CH:45]=[CH:44][CH:43]=2)[C:36]2[CH:41]=[CH:40][CH:39]=[CH:38][CH:37]=2)[O:12][C@@H:11]1[C:50]([NH:52][CH2:53][CH3:54])=[O:51])(=O)C1C=CC=CC=1.N. Product: [C:48]([C:27]1[N:26]=[C:25]2[C:30]([N:31]=[CH:32][N:24]2[C@@H:13]2[O:12][C@H:11]([C:50]([NH:52][CH2:53][CH3:54])=[O:51])[C@@H:10]([OH:9])[C@H:14]2[OH:15])=[C:29]([NH:33][CH2:34][CH:35]([C:42]2[CH:43]=[CH:44][CH:45]=[CH:46][CH:47]=2)[C:36]2[CH:37]=[CH:38][CH:39]=[CH:40][CH:41]=2)[N:28]=1)#[N:49]. The catalyst class is: 8. (4) Reactant: [CH3:1][O:2][C:3](=[O:15])[CH2:4][C@H:5]1[C:9]2[CH:10]=[CH:11][C:12]([OH:14])=[CH:13][C:8]=2[O:7][CH2:6]1.[CH2:16]([S:18][CH2:19][CH2:20][O:21][C:22]1[CH:27]=[C:26]([CH3:28])[C:25]([C:29]2[CH:34]=[CH:33][CH:32]=[C:31]([CH2:35]O)[CH:30]=2)=[C:24]([CH3:37])[CH:23]=1)[CH3:17].C(P(CCCC)CCCC)CCC.N(C(N1CCCCC1)=O)=NC(N1CCCCC1)=O. The catalyst class is: 345. Product: [CH3:1][O:2][C:3](=[O:15])[CH2:4][C@H:5]1[C:9]2[CH:10]=[CH:11][C:12]([O:14][CH2:35][C:31]3[CH:30]=[C:29]([C:25]4[C:26]([CH3:28])=[CH:27][C:22]([O:21][CH2:20][CH2:19][S:18][CH2:16][CH3:17])=[CH:23][C:24]=4[CH3:37])[CH:34]=[CH:33][CH:32]=3)=[CH:13][C:8]=2[O:7][CH2:6]1. (5) Reactant: [NH2:1][C:2]1[C:7]2=[C:8]([C:24]3[S:25][C:26]4[C:32]([O:33][CH3:34])=[CH:31][C:30]([CH3:35])=[CH:29][C:27]=4[CH:28]=3)[C:9]([CH2:18][O:19][CH2:20][C:21]([NH2:23])=[O:22])=[C:10]([CH2:11][N:12]3[CH2:17][CH2:16][NH:15][CH2:14][CH2:13]3)[N:6]2[N:5]=[CH:4][N:3]=1.C(=O)([O-])[O-].[Na+].[Na+].[C:42](Cl)(=[O:44])[CH3:43]. Product: [C:42]([N:15]1[CH2:14][CH2:13][N:12]([CH2:11][C:10]2[N:6]3[C:7]([C:2]([NH2:1])=[N:3][CH:4]=[N:5]3)=[C:8]([C:24]3[S:25][C:26]4[C:32]([O:33][CH3:34])=[CH:31][C:30]([CH3:35])=[CH:29][C:27]=4[CH:28]=3)[C:9]=2[CH2:18][O:19][CH2:20][C:21]([NH2:23])=[O:22])[CH2:17][CH2:16]1)(=[O:44])[CH3:43]. The catalyst class is: 266. (6) Reactant: [Br:1][C:2]1[C:10]2[C:5](=[CH:6][C:7]([CH3:14])=[C:8]([N+:11]([O-:13])=[O:12])[CH:9]=2)[NH:4][N:3]=1.Cl[C:16]([C:29]1[CH:34]=[CH:33][CH:32]=[CH:31][CH:30]=1)([C:23]1[CH:28]=[CH:27][CH:26]=[CH:25][CH:24]=1)[C:17]1[CH:22]=[CH:21][CH:20]=[CH:19][CH:18]=1. Product: [Br:1][C:2]1[C:10]2[C:5](=[CH:6][C:7]([CH3:14])=[C:8]([N+:11]([O-:13])=[O:12])[CH:9]=2)[N:4]([C:16]([C:17]2[CH:22]=[CH:21][CH:20]=[CH:19][CH:18]=2)([C:29]2[CH:30]=[CH:31][CH:32]=[CH:33][CH:34]=2)[C:23]2[CH:24]=[CH:25][CH:26]=[CH:27][CH:28]=2)[N:3]=1. The catalyst class is: 23.